Dataset: Full USPTO retrosynthesis dataset with 1.9M reactions from patents (1976-2016). Task: Predict the reactants needed to synthesize the given product. Given the product [OH:25][C:20]1[CH:19]=[C:18]([CH:23]=[CH:22][C:21]=1[OH:24])[CH2:17][NH:16][C:14](/[C:13](=[CH:1]/[CH:2]=[CH:3]/[C:4]1[CH:9]=[CH:8][CH:7]=[CH:6][CH:5]=1)/[C:11]#[N:12])=[O:15], predict the reactants needed to synthesize it. The reactants are: [CH:1](=O)[CH:2]=[CH:3][C:4]1[CH:9]=[CH:8][CH:7]=[CH:6][CH:5]=1.[C:11]([CH2:13][C:14]([N-:16][CH2:17][C:18]1[CH:23]=[CH:22][C:21]([OH:24])=[C:20]([OH:25])[CH:19]=1)=[O:15])#[N:12].